From a dataset of Catalyst prediction with 721,799 reactions and 888 catalyst types from USPTO. Predict which catalyst facilitates the given reaction. (1) Reactant: [N+:1]([C:4]1[CH:5]=[C:6]([NH:10][C:11]2[N:16]=[C:15]([O:17][C:18]3[CH:19]=[C:20]4[C:24](=[CH:25][CH:26]=3)[N:23]([C:27]([O:29][C:30]([CH3:33])([CH3:32])[CH3:31])=[O:28])[CH:22]=[CH:21]4)[CH:14]=[CH:13][N:12]=2)[CH:7]=[CH:8][CH:9]=1)([O-])=O. Product: [NH2:1][C:4]1[CH:5]=[C:6]([NH:10][C:11]2[N:16]=[C:15]([O:17][C:18]3[CH:19]=[C:20]4[C:24](=[CH:25][CH:26]=3)[N:23]([C:27]([O:29][C:30]([CH3:33])([CH3:32])[CH3:31])=[O:28])[CH:22]=[CH:21]4)[CH:14]=[CH:13][N:12]=2)[CH:7]=[CH:8][CH:9]=1. The catalyst class is: 19. (2) Reactant: [CH3:1][Si:2]([CH3:12])([CH3:11])[O:3][C:4]1([C:9]#N)[CH2:8][CH2:7][CH2:6][CH2:5]1.[H-].C([Al+]CC(C)C)C(C)C.CCCCCC.[Cl-].[NH4+].S(=O)(=O)(O)[OH:32]. Product: [CH3:1][Si:2]([CH3:12])([CH3:11])[O:3][C:4]1([CH:9]=[O:32])[CH2:8][CH2:7][CH2:6][CH2:5]1. The catalyst class is: 715. (3) Reactant: [CH3:1][O:2][C:3](=[O:14])[C:4]1[C:5](=[CH:7][C:8]([N+:11]([O-:13])=[O:12])=[CH:9][CH:10]=1)[NH2:6].S(Cl)([Cl:18])(=O)=O. Product: [CH3:1][O:2][C:3](=[O:14])[C:4]1[C:5](=[CH:7][C:8]([N+:11]([O-:13])=[O:12])=[C:9]([Cl:18])[CH:10]=1)[NH2:6]. The catalyst class is: 15. (4) Reactant: [CH:1]1([C:4]2[CH:5]=[C:6]([C:23]([O:25]CC)=[O:24])[C:7](=[O:22])[N:8]3[C:13]=2[C:12]([CH3:14])=[C:11]([C:15]2[CH:20]=[CH:19][C:18]([F:21])=[CH:17][CH:16]=2)[CH:10]=[CH:9]3)[CH2:3][CH2:2]1.[Li+].[OH-].Cl.C(OCC)(=O)C. Product: [CH:1]1([C:4]2[CH:5]=[C:6]([C:23]([OH:25])=[O:24])[C:7](=[O:22])[N:8]3[C:13]=2[C:12]([CH3:14])=[C:11]([C:15]2[CH:20]=[CH:19][C:18]([F:21])=[CH:17][CH:16]=2)[CH:10]=[CH:9]3)[CH2:2][CH2:3]1. The catalyst class is: 20. (5) Reactant: [Cl:1][C:2]1[CH:3]=[CH:4][CH:5]=[C:6]2[C:11]=1[N:10]=[C:9]([C:12]1[CH:17]=[CH:16][CH:15]=[C:14]([F:18])[CH:13]=1)[C:8]([CH2:19][NH2:20])=[CH:7]2.Cl[C:22]1[N:30]=[CH:29][N:28]=[C:27]2[C:23]=1[NH:24][CH:25]=[N:26]2.CCN(C(C)C)C(C)C. Product: [Cl:1][C:2]1[CH:3]=[CH:4][CH:5]=[C:6]2[C:11]=1[N:10]=[C:9]([C:12]1[CH:17]=[CH:16][CH:15]=[C:14]([F:18])[CH:13]=1)[C:8]([CH2:19][NH:20][C:22]1[N:30]=[CH:29][N:28]=[C:27]3[C:23]=1[N:24]=[CH:25][NH:26]3)=[CH:7]2. The catalyst class is: 51. (6) Reactant: [CH:1]12[CH2:10][CH:5]3[CH2:6][CH:7]([CH2:9][CH:3]([CH2:4]3)[CH2:2]1)[CH2:8]2.[OH:11]N1C(=O)C2=CC=CC=C2C1=O.C1(OC)C=CC=CC=1.O=O.C12(O)CC3CC(CC(C3)C1)C2. Product: [CH:1]12[CH2:10][CH:5]3[CH2:6][CH:7]([CH2:9][CH:3]([CH2:4]3)[C:2]1=[O:11])[CH2:8]2. The catalyst class is: 15.